Dataset: Reaction yield outcomes from USPTO patents with 853,638 reactions. Task: Predict the reaction yield, written as a fraction of the theoretical maximum amount of product (1.0 means a 100% yield; for example, 0.34 means a 34% yield). (1) The reactants are [CH2:1]1[O:5][C@@H:4]2[C@H:6]([OH:9])[CH2:7][O:8][C@@H:3]2[C@@H:2]1[OH:10].[C:11]1([CH3:21])[CH:16]=[CH:15][C:14]([S:17](Cl)(=[O:19])=[O:18])=[CH:13][CH:12]=1.[OH-:22].[K+]. The catalyst is C(Cl)(Cl)(Cl)Cl.ClCCl.O. The product is [CH3:21][C:11]1[CH:16]=[CH:15][C:14]([S:17]([O:10][C@@H:2]2[CH2:1][O:5][C@@H:4]3[C@H:6]([O:9][S:17]([C:14]4[CH:15]=[CH:16][C:11]([CH3:21])=[CH:12][CH:13]=4)(=[O:18])=[O:22])[CH2:7][O:8][C@H:3]23)(=[O:19])=[O:18])=[CH:13][CH:12]=1. The yield is 0.480. (2) The reactants are [CH3:1][O:2][C:3](=[O:25])[C:4]([NH:7][C:8]([C:10]1[C:15]([OH:16])=[CH:14][C:13](OS(C(F)(F)F)(=O)=O)=[CH:12][N:11]=1)=[O:9])([CH3:6])[CH3:5].[Cl:26][C:27]1[CH:28]=[C:29](B(O)O)[CH:30]=[CH:31][CH:32]=1.[O-]P([O-])([O-])=O.[K+].[K+].[K+]. The catalyst is O1CCOCC1.C1C=CC(P(C2C=CC=CC=2)[C-]2C=CC=C2)=CC=1.C1C=CC(P(C2C=CC=CC=2)[C-]2C=CC=C2)=CC=1.Cl[Pd]Cl.[Fe+2]. The product is [CH3:1][O:2][C:3](=[O:25])[C:4]([NH:7][C:8]([C:10]1[C:15]([OH:16])=[CH:14][C:13]([C:31]2[CH:30]=[CH:29][CH:28]=[C:27]([Cl:26])[CH:32]=2)=[CH:12][N:11]=1)=[O:9])([CH3:6])[CH3:5]. The yield is 0.730.